The task is: Predict the reactants needed to synthesize the given product.. This data is from Full USPTO retrosynthesis dataset with 1.9M reactions from patents (1976-2016). (1) Given the product [C:8]([C:10]1[CH:11]=[C:12]([CH:16]([O:24][N:25]2[C:26](=[O:35])[C:27]3[C:32](=[CH:31][CH:30]=[CH:29][CH:28]=3)[C:33]2=[O:34])[C:17]([OH:19])=[O:18])[CH:13]=[CH:14][CH:15]=1)#[N:9], predict the reactants needed to synthesize it. The reactants are: FC(F)(F)C(O)=O.[C:8]([C:10]1[CH:11]=[C:12]([CH:16]([O:24][N:25]2[C:33](=[O:34])[C:32]3[C:27](=[CH:28][CH:29]=[CH:30][CH:31]=3)[C:26]2=[O:35])[C:17]([O:19]C(C)(C)C)=[O:18])[CH:13]=[CH:14][CH:15]=1)#[N:9]. (2) Given the product [CH2:17]([C:5]1[CH:6]=[C:7]([O:9][CH2:10][CH2:11][CH2:12][S:13]([CH3:16])(=[O:15])=[O:14])[CH:8]=[C:3]([CH2:1][CH3:2])[C:4]=1[C:19]1[CH:24]=[CH:23][CH:22]=[C:21]([CH2:25][OH:26])[CH:20]=1)[CH3:18], predict the reactants needed to synthesize it. The reactants are: [CH2:1]([C:3]1[CH:8]=[C:7]([O:9][CH2:10][CH2:11][CH2:12][S:13]([CH3:16])(=[O:15])=[O:14])[CH:6]=[C:5]([CH2:17][CH3:18])[C:4]=1[C:19]1[CH:24]=[CH:23][CH:22]=[C:21]([CH:25]=[O:26])[CH:20]=1)[CH3:2].CO.[BH4-].[Na+].C(O)(=O)CC(CC(O)=O)(C(O)=O)O. (3) Given the product [F:1][C:2]1[CH:3]=[C:4]2[C:8](=[CH:9][CH:10]=1)[NH:7][C:6](=[O:11])/[C:5]/2=[CH:12]\[C:13]1[NH:17][C:16]([CH3:18])=[C:15]([C:19]([NH:21][CH2:44][CH2:45][CH2:46][C:47]([O:49][CH3:50])=[O:48])=[O:20])[C:14]=1[CH3:23], predict the reactants needed to synthesize it. The reactants are: [F:1][C:2]1[CH:3]=[C:4]2[C:8](=[CH:9][CH:10]=1)[NH:7][C:6](=[O:11])/[C:5]/2=[CH:12]\[C:13]1[NH:17][C:16]([CH3:18])=[C:15]([C:19]([NH:21]O)=[O:20])[C:14]=1[CH3:23].C1C=CC2N(O)N=NC=2C=1.C(N(CC)CC)C.Cl.Cl.N[CH2:44][CH2:45][CH2:46][C:47]([O:49][CH3:50])=[O:48].[OH-].[Na+]. (4) Given the product [Cl:8][C:5]1[CH:6]=[CH:7][C:2]([C:31]2([O:52][CH3:23])[C@H:30]([OH:29])[C@@H:35]([OH:36])[C@H:34]([OH:41])[C@@H:33]([CH2:46][OH:47])[O:32]2)=[CH:3][C:4]=1[CH2:9][C:10]1[CH:15]=[CH:14][C:13]([CH2:16][CH2:17][O:18][CH:19]2[CH2:21][CH2:20]2)=[CH:12][CH:11]=1, predict the reactants needed to synthesize it. The reactants are: Br[C:2]1[CH:7]=[CH:6][C:5]([Cl:8])=[C:4]([CH2:9][C:10]2[CH:15]=[CH:14][C:13]([CH2:16][CH2:17][O:18][CH:19]3[CH2:21][CH2:20]3)=[CH:12][CH:11]=2)[CH:3]=1.[Li][CH2:23]CCC.C[Si](C)(C)[O:29][C@@H:30]1[C@@H:35]([O:36][Si](C)(C)C)[C@H:34]([O:41][Si](C)(C)C)[C@@H:33]([CH2:46][O:47][Si](C)(C)C)[O:32][C:31]1=[O:52].CS(O)(=O)=O. (5) Given the product [Cl:19][C:20]1[CH:21]=[CH:22][C:23]2[N:24]([N:30]=[C:31]([C:45]3[CH:46]=[CH:47][CH:48]=[CH:49][CH:50]=3)[C:32]=2[CH:33]([OH:44])[C:34]2[N:39]=[C:38]([C:40]([O:42][CH3:43])=[O:41])[CH:37]=[CH:36][CH:35]=2)[CH:25]=1, predict the reactants needed to synthesize it. The reactants are: [F-].C([N+](CCCC)(CCCC)CCCC)CCC.[Cl:19][C:20]1[CH:21]=[CH:22][C:23]2[N:24]([N:30]=[C:31]([C:45]3[CH:50]=[CH:49][CH:48]=[CH:47][CH:46]=3)[C:32]=2[CH:33]([OH:44])[C:34]2[N:39]=[C:38]([C:40]([O:42][CH3:43])=[O:41])[CH:37]=[CH:36][CH:35]=2)[C:25]=1[Si](C)(C)C.[Cl-].[NH4+].